This data is from Catalyst prediction with 721,799 reactions and 888 catalyst types from USPTO. The task is: Predict which catalyst facilitates the given reaction. (1) Reactant: C(O[CH:4](OCC)[CH2:5][CH2:6][CH2:7][NH2:8])C.Cl.CCO[C:16]([CH2:18][C:19](CC(OCC)=O)=O)=O.[CH:27](=O)[C:28]1[CH:33]=[CH:32][C:31]([O:34][CH3:35])=[CH:30][CH:29]=1.C(=O)([O-])[O-:38].[K+].[K+]. Product: [CH3:35][O:34][C:31]1[CH:32]=[CH:33][C:28]([C:27]2[N:8]3[C:7]([CH2:6][C:5](=[O:38])[CH:4]=2)=[CH:19][CH:18]=[CH:16]3)=[CH:29][CH:30]=1. The catalyst class is: 8. (2) Reactant: Cl[C:2]1[CH:3]=[CH:4][C:5]2[N:6]([C:8]([C:11]([F:14])([F:13])[F:12])=[N:9][N:10]=2)[N:7]=1.[NH:15]1[CH2:20][CH2:19][CH:18]([C:21]2[C:29]3[C:24](=[CH:25][CH:26]=[C:27]([C:30]([O:32][CH3:33])=[O:31])[CH:28]=3)[NH:23][CH:22]=2)[CH2:17][CH2:16]1.CCN(C(C)C)C(C)C. Product: [F:12][C:11]([F:14])([F:13])[C:8]1[N:6]2[N:7]=[C:2]([N:15]3[CH2:16][CH2:17][CH:18]([C:21]4[C:29]5[C:24](=[CH:25][CH:26]=[C:27]([C:30]([O:32][CH3:33])=[O:31])[CH:28]=5)[NH:23][CH:22]=4)[CH2:19][CH2:20]3)[CH:3]=[CH:4][C:5]2=[N:10][N:9]=1. The catalyst class is: 3. (3) Reactant: Cl[C:2]([O:4][C:5]1[CH:10]=[CH:9][CH:8]=[CH:7][CH:6]=1)=[O:3].[CH2:11]([S:13]([C:16]([C:19]1[CH:24]=[C:23]([N:25]2[CH2:30][CH2:29][O:28][CH2:27][C@@H:26]2[CH3:31])[N:22]=[C:21]([C:32]2[CH:38]=[CH:37][C:35]([NH2:36])=[CH:34][CH:33]=2)[N:20]=1)([CH3:18])[CH3:17])(=[O:15])=[O:14])[CH3:12].C(=O)(O)[O-].[Na+]. Product: [CH2:11]([S:13]([C:16]([C:19]1[CH:24]=[C:23]([N:25]2[CH2:30][CH2:29][O:28][CH2:27][C@@H:26]2[CH3:31])[N:22]=[C:21]([C:32]2[CH:33]=[CH:34][C:35]([NH:36][C:2](=[O:3])[O:4][C:5]3[CH:10]=[CH:9][CH:8]=[CH:7][CH:6]=3)=[CH:37][CH:38]=2)[N:20]=1)([CH3:17])[CH3:18])(=[O:14])=[O:15])[CH3:12]. The catalyst class is: 12. (4) Reactant: Cl[C:2]1[C:3](=[O:21])[N:4]([CH2:17][CH:18]([CH3:20])[CH3:19])[C:5]([C:9]2[C:14]([F:15])=[CH:13][CH:12]=[CH:11][C:10]=2[F:16])=[C:6]([Cl:8])[N:7]=1.[C-:22]#[N:23].[Na+]. Product: [Cl:8][C:6]1[N:7]=[C:2]([C:22]#[N:23])[C:3](=[O:21])[N:4]([CH2:17][CH:18]([CH3:20])[CH3:19])[C:5]=1[C:9]1[C:14]([F:15])=[CH:13][CH:12]=[CH:11][C:10]=1[F:16]. The catalyst class is: 35.